Dataset: NCI-60 drug combinations with 297,098 pairs across 59 cell lines. Task: Regression. Given two drug SMILES strings and cell line genomic features, predict the synergy score measuring deviation from expected non-interaction effect. (1) Drug 1: CN1CCC(CC1)COC2=C(C=C3C(=C2)N=CN=C3NC4=C(C=C(C=C4)Br)F)OC. Drug 2: COC1=C2C(=CC3=C1OC=C3)C=CC(=O)O2. Cell line: RPMI-8226. Synergy scores: CSS=-0.364, Synergy_ZIP=3.46, Synergy_Bliss=7.81, Synergy_Loewe=-0.687, Synergy_HSA=1.45. (2) Drug 1: CC12CCC(CC1=CCC3C2CCC4(C3CC=C4C5=CN=CC=C5)C)O. Drug 2: CC1C(C(CC(O1)OC2CC(CC3=C2C(=C4C(=C3O)C(=O)C5=C(C4=O)C(=CC=C5)OC)O)(C(=O)CO)O)N)O.Cl. Cell line: SK-OV-3. Synergy scores: CSS=28.9, Synergy_ZIP=1.01, Synergy_Bliss=0.343, Synergy_Loewe=-20.4, Synergy_HSA=0.298. (3) Drug 1: C1=NC2=C(N=C(N=C2N1C3C(C(C(O3)CO)O)F)Cl)N. Drug 2: C1C(C(OC1N2C=NC(=NC2=O)N)CO)O. Cell line: M14. Synergy scores: CSS=17.7, Synergy_ZIP=-4.49, Synergy_Bliss=-5.89, Synergy_Loewe=-35.4, Synergy_HSA=-4.83. (4) Drug 1: C1CC(=O)NC(=O)C1N2CC3=C(C2=O)C=CC=C3N. Drug 2: C(CCl)NC(=O)N(CCCl)N=O. Cell line: SK-MEL-2. Synergy scores: CSS=1.30, Synergy_ZIP=-1.31, Synergy_Bliss=1.13, Synergy_Loewe=2.15, Synergy_HSA=1.76. (5) Drug 1: CC(CN1CC(=O)NC(=O)C1)N2CC(=O)NC(=O)C2. Drug 2: C1=C(C(=O)NC(=O)N1)N(CCCl)CCCl. Cell line: SNB-75. Synergy scores: CSS=18.0, Synergy_ZIP=3.72, Synergy_Bliss=5.14, Synergy_Loewe=-4.22, Synergy_HSA=5.07. (6) Drug 1: CN1C2=C(C=C(C=C2)N(CCCl)CCCl)N=C1CCCC(=O)O.Cl. Drug 2: C1CCC(C(C1)N)N.C(=O)(C(=O)[O-])[O-].[Pt+4]. Cell line: SF-295. Synergy scores: CSS=26.6, Synergy_ZIP=0.684, Synergy_Bliss=2.66, Synergy_Loewe=-13.7, Synergy_HSA=4.24. (7) Drug 1: C(CC(=O)O)C(=O)CN.Cl. Drug 2: CCN(CC)CCCC(C)NC1=C2C=C(C=CC2=NC3=C1C=CC(=C3)Cl)OC. Cell line: CCRF-CEM. Synergy scores: CSS=43.3, Synergy_ZIP=-5.87, Synergy_Bliss=1.95, Synergy_Loewe=-7.74, Synergy_HSA=4.18.